Dataset: Full USPTO retrosynthesis dataset with 1.9M reactions from patents (1976-2016). Task: Predict the reactants needed to synthesize the given product. (1) Given the product [N:1]1[CH:6]=[CH:5][N:4]=[CH:3][C:2]=1[NH:17][C:14]([N:37]1[C@@H:38]2[CH2:43][N:42]([CH2:41][CH2:40][CH2:39]2)[C:35]2[CH:34]=[CH:33][C:32]([N:28]3[CH2:29][CH2:30][CH2:31][CH:26]([C:25]([F:24])([F:45])[F:46])[CH2:27]3)=[N:44][C:36]1=2)=[O:10], predict the reactants needed to synthesize it. The reactants are: [N:1]1[CH:6]=[CH:5][N:4]=[CH:3][C:2]=1C(O)=O.[O:10]1[CH2:14]CCC1.CC[N:17](C(C)C)C(C)C.[F:24][C:25]([F:46])([F:45])[CH:26]1[CH2:31][CH2:30][CH2:29][N:28]([C:32]2[CH:33]=[CH:34][C:35]3[N:42]4[CH2:43][C@H:38]([CH2:39][CH2:40][CH2:41]4)[NH:37][C:36]=3[N:44]=2)[CH2:27]1. (2) Given the product [Br:1][C:2]1[CH:7]=[CH:6][C:5]([F:8])=[C:4]([C:9]2([CH3:12])[CH2:10][O:20][C:14](=[O:15])[NH:13]2)[CH:3]=1, predict the reactants needed to synthesize it. The reactants are: [Br:1][C:2]1[CH:7]=[CH:6][C:5]([F:8])=[C:4]([C:9]([N:13]=[C:14]=[O:15])([CH3:12])[CH2:10]I)[CH:3]=1.C([OH:20])(C)(C)C. (3) Given the product [CH3:1][O:2][C:3]1[CH:8]=[CH:7][CH:6]=[C:5]([O:9][CH3:10])[C:4]=1[CH:11]1[N:16]([CH2:19][C:20]2[CH:21]=[CH:22][C:23]([C:26]([F:27])([F:28])[F:29])=[CH:24][CH:25]=2)[C:15](=[O:17])[CH2:14][CH2:13][CH2:12]1, predict the reactants needed to synthesize it. The reactants are: [CH3:1][O:2][C:3]1[CH:8]=[CH:7][CH:6]=[C:5]([O:9][CH3:10])[C:4]=1[CH:11]1[NH:16][C:15](=[O:17])[CH2:14][CH2:13][CH2:12]1.Br[CH2:19][C:20]1[CH:25]=[CH:24][C:23]([C:26]([F:29])([F:28])[F:27])=[CH:22][CH:21]=1. (4) Given the product [C:1]([C:3]1[C:4]([CH3:17])=[CH:5][C:6]([CH:13]2[CH2:16][CH2:15][CH2:14]2)=[C:7]([CH:12]=1)[C:8]([NH:18][NH2:19])=[O:9])#[N:2], predict the reactants needed to synthesize it. The reactants are: [C:1]([C:3]1[C:4]([CH3:17])=[CH:5][C:6]([CH:13]2[CH2:16][CH2:15][CH2:14]2)=[C:7]([CH:12]=1)[C:8](OC)=[O:9])#[N:2].[NH2:18][NH2:19]. (5) Given the product [C:33]([C:2]1[CH:11]=[C:10]2[C:5]([N:6]=[C:7]([O:19][CH:20]([C:25]3[CH:26]=[N:27][CH:28]=[CH:29][CH:30]=3)[C:21]([F:24])([F:22])[F:23])[C:8]([NH:12][S:13]([CH2:16][CH2:17][CH3:18])(=[O:14])=[O:15])=[N:9]2)=[CH:4][CH:3]=1)#[N:35], predict the reactants needed to synthesize it. The reactants are: I[C:2]1[CH:11]=[C:10]2[C:5]([N:6]=[C:7]([O:19][CH:20]([C:25]3[CH:26]=[N:27][CH:28]=[CH:29][CH:30]=3)[C:21]([F:24])([F:23])[F:22])[C:8]([NH:12][S:13]([CH2:16][CH2:17][CH3:18])(=[O:15])=[O:14])=[N:9]2)=[CH:4][CH:3]=1.O.C[C:33]([N:35](C)C)=O. (6) Given the product [CH2:1]1[C:9]2[C:4](=[CH:5][C:6]([C:10]3[N:14]([CH3:15])[N:13]=[C:12]([C:16](=[N:18][NH:19][C:22](=[S:23])[NH:21][C:24]4[CH:25]=[CH:26][C:27]([C:28]([OH:30])=[O:29])=[CH:31][CH:32]=4)[CH3:17])[C:11]=3[OH:20])=[CH:7][CH:8]=2)[CH2:3][CH2:2]1, predict the reactants needed to synthesize it. The reactants are: [CH2:1]1[C:9]2[C:4](=[CH:5][C:6]([C:10]3[N:14]([CH3:15])[N:13]=[C:12]([C:16](=[N:18][NH2:19])[CH3:17])[C:11]=3[OH:20])=[CH:7][CH:8]=2)[CH2:3][CH2:2]1.[N:21]([C:24]1[CH:32]=[CH:31][C:27]([C:28]([OH:30])=[O:29])=[CH:26][CH:25]=1)=[C:22]=[S:23].O. (7) Given the product [CH3:22][S:23]([CH2:26][C:27]1[CH:32]=[CH:31][C:30]([NH:33][C:2]2[N:7]=[C:6]([N:8]([CH3:21])[C:9]3[CH:20]=[CH:19][C:12]4[N:13]([CH3:18])[C:14]([S:16][CH3:17])=[N:15][C:11]=4[CH:10]=3)[CH:5]=[CH:4][N:3]=2)=[CH:29][CH:28]=1)(=[O:24])=[O:25], predict the reactants needed to synthesize it. The reactants are: Cl[C:2]1[N:7]=[C:6]([N:8]([CH3:21])[C:9]2[CH:20]=[CH:19][C:12]3[N:13]([CH3:18])[C:14]([S:16][CH3:17])=[N:15][C:11]=3[CH:10]=2)[CH:5]=[CH:4][N:3]=1.[CH3:22][S:23]([CH2:26][C:27]1[CH:32]=[CH:31][C:30]([NH2:33])=[CH:29][CH:28]=1)(=[O:25])=[O:24]. (8) Given the product [Cl:1][C:2]1[CH:14]=[CH:13][C:5]([O:6][C@@H:7]([CH3:12])[C:8]([OH:10])=[O:9])=[C:4]([O:15][C:16]2[CH:21]=[CH:20][C:19]([S:22]([CH2:25][CH3:26])(=[O:23])=[O:24])=[CH:18][C:17]=2[Cl:27])[CH:3]=1, predict the reactants needed to synthesize it. The reactants are: [Cl:1][C:2]1[CH:14]=[CH:13][C:5]([O:6][C@@H:7]([CH3:12])[C:8]([O:10]C)=[O:9])=[C:4]([O:15][C:16]2[CH:21]=[CH:20][C:19]([S:22]([CH2:25][CH3:26])(=[O:24])=[O:23])=[CH:18][C:17]=2[Cl:27])[CH:3]=1.[OH-].[Li+]. (9) The reactants are: [OH-].[Na+].[C:3]([O:7][C:8]([NH:10][C:11]1[CH:16]=[CH:15][C:14]([C:17]2[CH:18]=[C:19]([C:23]([O:25]C)=[O:24])[N:20]([CH3:22])[CH:21]=2)=[CH:13][CH:12]=1)=[O:9])([CH3:6])([CH3:5])[CH3:4]. Given the product [C:3]([O:7][C:8]([NH:10][C:11]1[CH:12]=[CH:13][C:14]([C:17]2[CH:18]=[C:19]([C:23]([OH:25])=[O:24])[N:20]([CH3:22])[CH:21]=2)=[CH:15][CH:16]=1)=[O:9])([CH3:6])([CH3:4])[CH3:5], predict the reactants needed to synthesize it.